This data is from Reaction yield outcomes from USPTO patents with 853,638 reactions. The task is: Predict the reaction yield, written as a fraction of the theoretical maximum amount of product (1.0 means a 100% yield; for example, 0.34 means a 34% yield). (1) The reactants are [F:1][C:2]1[CH:3]=[C:4]([NH:12][C:13](=[O:15])[CH3:14])[CH:5]=[CH:6][C:7]=1[C:8]([F:11])([F:10])[F:9].S(=O)(=O)(O)O.[N+:21]([O-])([O-:23])=[O:22].[K+]. No catalyst specified. The product is [F:1][C:2]1[C:7]([C:8]([F:11])([F:10])[F:9])=[CH:6][C:5]([N+:21]([O-:23])=[O:22])=[C:4]([NH:12][C:13](=[O:15])[CH3:14])[CH:3]=1. The yield is 0.810. (2) The reactants are C(=C1C[N:5]([C:7]([O:9][C:10]([CH3:13])([CH3:12])[CH3:11])=[O:8])C1)C.C[N+]1([O-])CC[O:18][CH2:17][CH2:16]1.C(OCC)(=O)C.[CH3:28][C:29]([CH3:31])=[O:30].O. The catalyst is [Os](=O)(=O)(=O)=O. The product is [OH:30][C:29]1([CH:17]([OH:18])[CH3:16])[CH2:31][N:5]([C:7]([O:9][C:10]([CH3:11])([CH3:12])[CH3:13])=[O:8])[CH2:28]1. The yield is 0.630. (3) The reactants are [CH2:1]([NH2:5])[CH2:2][CH2:3][CH3:4].[C:6]1(=O)[CH2:11][CH2:10][CH2:9][CH2:8][CH2:7]1. The catalyst is C1(C)C=CC=CC=1. The product is [CH2:1]([N:5]=[C:6]1[CH2:11][CH2:10][CH2:9][CH2:8][CH2:7]1)[CH2:2][CH2:3][CH3:4]. The yield is 0.840.